From a dataset of Peptide-MHC class I binding affinity with 185,985 pairs from IEDB/IMGT. Regression. Given a peptide amino acid sequence and an MHC pseudo amino acid sequence, predict their binding affinity value. This is MHC class I binding data. (1) The peptide sequence is DIVRVFNEY. The MHC is HLA-A29:02 with pseudo-sequence HLA-A29:02. The binding affinity (normalized) is 0.469. (2) The peptide sequence is MVFQHFHLF. The MHC is HLA-B83:01 with pseudo-sequence HLA-B83:01. The binding affinity (normalized) is 0.213. (3) The peptide sequence is MSLNFPIAK. The MHC is Mamu-B8301 with pseudo-sequence Mamu-B8301. The binding affinity (normalized) is 1.00. (4) The peptide sequence is ITYTDVLRY. The MHC is HLA-A03:01 with pseudo-sequence HLA-A03:01. The binding affinity (normalized) is 0.541. (5) The peptide sequence is LLDAHIPQL. The MHC is HLA-B45:01 with pseudo-sequence HLA-B45:01. The binding affinity (normalized) is 0.144.